This data is from NCI-60 drug combinations with 297,098 pairs across 59 cell lines. The task is: Regression. Given two drug SMILES strings and cell line genomic features, predict the synergy score measuring deviation from expected non-interaction effect. (1) Drug 1: C1CC(=O)NC(=O)C1N2C(=O)C3=CC=CC=C3C2=O. Drug 2: C1C(C(OC1N2C=NC3=C2NC=NCC3O)CO)O. Cell line: BT-549. Synergy scores: CSS=-5.16, Synergy_ZIP=8.90, Synergy_Bliss=13.4, Synergy_Loewe=-3.24, Synergy_HSA=1.25. (2) Drug 1: CCC1(CC2CC(C3=C(CCN(C2)C1)C4=CC=CC=C4N3)(C5=C(C=C6C(=C5)C78CCN9C7C(C=CC9)(C(C(C8N6C=O)(C(=O)OC)O)OC(=O)C)CC)OC)C(=O)OC)O.OS(=O)(=O)O. Drug 2: CS(=O)(=O)OCCCCOS(=O)(=O)C. Cell line: OVCAR-8. Synergy scores: CSS=4.44, Synergy_ZIP=-2.22, Synergy_Bliss=1.63, Synergy_Loewe=1.88, Synergy_HSA=2.16. (3) Drug 2: COC1=NC(=NC2=C1N=CN2C3C(C(C(O3)CO)O)O)N. Cell line: BT-549. Synergy scores: CSS=-5.57, Synergy_ZIP=1.84, Synergy_Bliss=2.18, Synergy_Loewe=-1.92, Synergy_HSA=-1.62. Drug 1: CN1C(=O)N2C=NC(=C2N=N1)C(=O)N.